From a dataset of Forward reaction prediction with 1.9M reactions from USPTO patents (1976-2016). Predict the product of the given reaction. (1) Given the reactants [Cl:1][C:2]1[N:3]=[CH:4][N:5]([C:7]2[CH:12]=[CH:11][C:10]([NH:13][C:14]3[N:15]=[C:16]([NH:31][CH3:32])[C:17]4[CH2:22][CH2:21][CH:20]([C:23]5[CH:28]=[CH:27][C:26]([F:29])=[CH:25][C:24]=5[F:30])[C:18]=4[N:19]=3)=[CH:9][C:8]=2[O:33][CH3:34])[CH:6]=1, predict the reaction product. The product is: [Cl:1][C:2]1[N:3]=[CH:4][N:5]([C:7]2[CH:12]=[CH:11][C:10]([NH:13][C:14]3[N:15]=[C:16]([NH:31][CH3:32])[C:17]4[CH2:22][CH2:21][C@H:20]([C:23]5[CH:28]=[CH:27][C:26]([F:29])=[CH:25][C:24]=5[F:30])[C:18]=4[N:19]=3)=[CH:9][C:8]=2[O:33][CH3:34])[CH:6]=1. (2) The product is: [CH3:7][C:8]1[CH:9]=[CH:10][C:11]([C:14]2[CH:19]=[CH:18][C:17]([CH2:20][CH2:21][CH2:22][OH:23])=[CH:16][CH:15]=2)=[N:12][CH:13]=1. Given the reactants [H-].[Al+3].[Li+].[H-].[H-].[H-].[CH3:7][C:8]1[CH:9]=[CH:10][C:11]([C:14]2[CH:19]=[CH:18][C:17]([CH2:20][CH2:21][C:22](OCC)=[O:23])=[CH:16][CH:15]=2)=[N:12][CH:13]=1.S([O-])([O-])(=O)=O.[Na+].[Na+], predict the reaction product.